From a dataset of Forward reaction prediction with 1.9M reactions from USPTO patents (1976-2016). Predict the product of the given reaction. (1) Given the reactants Br[C:2]1[CH:7]=[CH:6][CH:5]=[CH:4][C:3]=1[CH3:8].[Br:9][C:10]1[CH:11]=[C:12]2[C:16](=[CH:17][CH:18]=1)[NH:15][C:14](=[O:19])[C:13]2=[O:20], predict the reaction product. The product is: [Br:9][C:10]1[CH:11]=[C:12]2[C:16](=[CH:17][CH:18]=1)[NH:15][C:14](=[O:19])[C:13]2([OH:20])[C:2]1[CH:7]=[CH:6][CH:5]=[CH:4][C:3]=1[CH3:8]. (2) Given the reactants [Br:1][C:2]1[CH:27]=[N:26][C:5]2[N:6]=[C:7]([N:13]3[CH2:16][CH:15]([N:17](C)[C:18](=O)OC(C)(C)C)[CH2:14]3)[C:8]3[N:9]([CH:10]=[N:11][N:12]=3)[C:4]=2[CH:3]=1.[C:28]([OH:34])([C:30]([F:33])([F:32])[F:31])=[O:29], predict the reaction product. The product is: [F:31][C:30]([F:33])([F:32])[C:28]([OH:34])=[O:29].[Br:1][C:2]1[CH:27]=[N:26][C:5]2[N:6]=[C:7]([N:13]3[CH2:16][CH:15]([NH:17][CH3:18])[CH2:14]3)[C:8]3[N:9]([CH:10]=[N:11][N:12]=3)[C:4]=2[CH:3]=1.